From a dataset of Forward reaction prediction with 1.9M reactions from USPTO patents (1976-2016). Predict the product of the given reaction. (1) Given the reactants [F:1][C:2]1[CH:3]=[CH:4][C:5]([C:8]2[N:12]=[C:11]([C:13]3[CH:18]=[C:17]([C:19]4[CH:20]=[N:21][CH:22]=[CH:23][CH:24]=4)[CH:16]=[C:15]([F:25])[CH:14]=3)[O:10][N:9]=2)=[N:6][CH:7]=1.C(#N)C.[CH2:29](Br)[C:30]1[CH:35]=[CH:34][CH:33]=[CH:32][CH:31]=1.[BH4-].[Na+], predict the reaction product. The product is: [F:1][C:2]1[CH:3]=[CH:4][C:5]([C:8]2[N:12]=[C:11]([C:13]3[CH:14]=[C:15]([F:25])[CH:16]=[C:17]([C:19]4[CH2:20][N:21]([CH2:29][C:30]5[CH:35]=[CH:34][CH:33]=[CH:32][CH:31]=5)[CH2:22][CH2:23][CH:24]=4)[CH:18]=3)[O:10][N:9]=2)=[N:6][CH:7]=1. (2) Given the reactants [NH2:1][C:2]1[S:3][CH:4]=[C:5]([CH2:7][C:8]([O:10][CH2:11][CH3:12])=[O:9])[N:6]=1.[C:13]([C:15]1[CH:20]=[CH:19][C:18]([S:21](Cl)(=[O:23])=[O:22])=[CH:17][CH:16]=1)#[N:14], predict the reaction product. The product is: [C:13]([C:15]1[CH:16]=[CH:17][C:18]([S:21]([NH:1][C:2]2[S:3][CH:4]=[C:5]([CH2:7][C:8]([O:10][CH2:11][CH3:12])=[O:9])[N:6]=2)(=[O:23])=[O:22])=[CH:19][CH:20]=1)#[N:14].